From a dataset of Forward reaction prediction with 1.9M reactions from USPTO patents (1976-2016). Predict the product of the given reaction. (1) Given the reactants [CH3:1][O:2][C:3]1[CH:4]=[CH:5][C:6]([NH:13][C:14]2[N:18]([C:19]3[CH:24]=[CH:23][CH:22]=[CH:21][C:20]=3[CH3:25])[N:17]=[C:16]([CH3:26])[CH:15]=2)=[C:7]([CH:12]=1)[C:8]([O:10][CH3:11])=[O:9].[Br:27]Br.O, predict the reaction product. The product is: [Br:27][C:15]1[C:16]([CH3:26])=[N:17][N:18]([C:19]2[CH:24]=[CH:23][CH:22]=[CH:21][C:20]=2[CH3:25])[C:14]=1[NH:13][C:6]1[CH:5]=[CH:4][C:3]([O:2][CH3:1])=[CH:12][C:7]=1[C:8]([O:10][CH3:11])=[O:9]. (2) Given the reactants [CH3:1][CH2:2][CH2:3][CH2:4][CH2:5][CH3:6].C([Li])CCC.Br[C:13]1[CH:18]=[CH:17][C:16]([C:19]2[CH:24]=[CH:23][CH:22]=[CH:21][CH:20]=2)=[CH:15][CH:14]=1.BrC1C=CC([C:32]2[N:37]=[C:36]([C:38]3[C:47]4[C:42](=[CH:43][CH:44]=[CH:45][CH:46]=4)[CH:41]=[CH:40][CH:39]=3)[N:35]=[C:34]([C:48]3[C:57]4[C:52](=[CH:53][CH:54]=[CH:55][CH:56]=4)[CH:51]=[CH:50][CH:49]=3)[N:33]=2)=CC=1, predict the reaction product. The product is: [C:38]1([C:36]2[N:35]=[C:34]([C:48]3[C:57]4[C:52](=[CH:53][CH:54]=[CH:55][CH:56]=4)[CH:51]=[CH:50][CH:49]=3)[N:33]=[C:32]([C:13]3[CH:18]=[CH:17][C:16]([C:19]4[CH:24]=[CH:23][C:22]([C:3]5[CH:2]=[CH:1][CH:6]=[CH:5][CH:4]=5)=[CH:21][CH:20]=4)=[CH:15][CH:14]=3)[N:37]=2)[C:47]2[C:42](=[CH:43][CH:44]=[CH:45][CH:46]=2)[CH:41]=[CH:40][CH:39]=1. (3) Given the reactants [F:1][C:2]1[CH:35]=[CH:34][C:5]([CH2:6][C@H:7]2[C@H:15]([CH3:16])[O:14][C:13](=[O:17])[C@@H:12]([NH:18][C:19](=[O:29])[C:20]3[C:25]([OH:26])=[C:24]([O:27][CH3:28])[CH:23]=[CH:22][N:21]=3)[CH2:11][O:10][CH2:9][C@@H:8]2[O:30][CH2:31][CH2:32][CH3:33])=[CH:4][CH:3]=1.C([O-])([O-])=O.[Na+].[Na+].[Na+].[I-].[CH2:44]([O:46][CH2:47][C:48]([O:50][CH2:51]Cl)=[O:49])[CH3:45], predict the reaction product. The product is: [CH2:44]([O:46][CH2:47][C:48]([O:50][CH2:51][O:26][C:25]1[C:20]([C:19](=[O:29])[NH:18][C@H:12]2[CH2:11][O:10][CH2:9][C@H:8]([O:30][CH2:31][CH2:32][CH3:33])[C@@H:7]([CH2:6][C:5]3[CH:4]=[CH:3][C:2]([F:1])=[CH:35][CH:34]=3)[C@H:15]([CH3:16])[O:14][C:13]2=[O:17])=[N:21][CH:22]=[CH:23][C:24]=1[O:27][CH3:28])=[O:49])[CH3:45]. (4) Given the reactants [C:1]([O:5][C:6]([NH:8][C@H:9]([CH2:14][C:15]1[CH:20]=[C:19]([F:21])[CH:18]=[CH:17][C:16]=1[F:22])[CH2:10][C:11]([OH:13])=O)=[O:7])([CH3:4])([CH3:3])[CH3:2].C(Cl)CCl.C1C=CC2N(O)N=NC=2C=1.Cl.[CH3:38][N:39]1[CH2:45][CH2:44][CH2:43][NH:42][CH2:41][C:40]1=[O:46], predict the reaction product. The product is: [C:1]([O:5][C:6]([NH:8][C@H:9]([CH2:14][C:15]1[CH:20]=[C:19]([F:21])[CH:18]=[CH:17][C:16]=1[F:22])[CH2:10][C:11]([N:42]1[CH2:43][CH2:44][CH2:45][N:39]([CH3:38])[C:40](=[O:46])[CH2:41]1)=[O:13])=[O:7])([CH3:2])([CH3:3])[CH3:4]. (5) Given the reactants Cl.Cl.[Cl:3][C:4]1[CH:5]=[C:6](/[CH:17]=[CH:18]/[C:19]([O:21][CH2:22][CH3:23])=[O:20])[CH:7]=[N:8][C:9]=1[NH:10][CH:11]1[CH2:16][CH2:15][NH:14][CH2:13][CH2:12]1.[Cl:24][C:25]1[CH:30]=[CH:29][CH:28]=[C:27]([CH2:31]Cl)[CH:26]=1.C(N(CC)C(C)C)(C)C.O, predict the reaction product. The product is: [Cl:3][C:4]1[CH:5]=[C:6](/[CH:17]=[CH:18]/[C:19]([O:21][CH2:22][CH3:23])=[O:20])[CH:7]=[N:8][C:9]=1[NH:10][CH:11]1[CH2:16][CH2:15][N:14]([CH2:31][C:27]2[CH:28]=[CH:29][CH:30]=[C:25]([Cl:24])[CH:26]=2)[CH2:13][CH2:12]1. (6) Given the reactants Cl[C:2]([O:4][C:5]1[CH:10]=[CH:9][CH:8]=[CH:7][CH:6]=1)=[O:3].[NH2:11][C:12]1[CH:30]=[CH:29][C:15]([O:16][C:17]2[CH:22]=[CH:21][N:20]=[C:19]([NH:23][C:24](=[O:28])[CH2:25][CH2:26][CH3:27])[CH:18]=2)=[CH:14][CH:13]=1.C(N(CC)CC)C, predict the reaction product. The product is: [C:24]([NH:23][C:19]1[CH:18]=[C:17]([O:16][C:15]2[CH:14]=[CH:13][C:12]([NH:11][C:2](=[O:3])[O:4][C:5]3[CH:10]=[CH:9][CH:8]=[CH:7][CH:6]=3)=[CH:30][CH:29]=2)[CH:22]=[CH:21][N:20]=1)(=[O:28])[CH2:25][CH2:26][CH3:27]. (7) Given the reactants C[O:2][C:3](=[O:21])[CH:4]([NH:17][C:18](=[O:20])C)[CH2:5][C:6]1[CH:11]=[C:10]([F:12])[CH:9]=[C:8]([O:13][CH2:14][CH:15]=[CH2:16])[CH:7]=1.P([O-])([O-])([O-])=O.C(=O)([O-])[O-].[Na+].[Na+].C(OC([O:35][C:36]([CH3:39])([CH3:38])[CH3:37])=O)([O:35][C:36]([CH3:39])([CH3:38])[CH3:37])=O, predict the reaction product. The product is: [CH2:14]([O:13][C:8]1[CH:7]=[C:6]([CH2:5][C@H:4]([NH:17][C:18]([O:35][C:36]([CH3:39])([CH3:38])[CH3:37])=[O:20])[C:3]([OH:2])=[O:21])[CH:11]=[C:10]([F:12])[CH:9]=1)[CH:15]=[CH2:16]. (8) Given the reactants [CH2:1]([S-:3])[CH3:2].[Na+].Cl[C:6]1[C:7]([C:12]([NH:14][C:15]2[CH:20]=[CH:19][CH:18]=[C:17]([C:21]([F:24])([F:23])[F:22])[N:16]=2)=[O:13])=[N:8][CH:9]=[CH:10][CH:11]=1.CN(C=O)C, predict the reaction product. The product is: [CH2:1]([S:3][C:6]1[C:7]([C:12]([NH:14][C:15]2[CH:20]=[CH:19][CH:18]=[C:17]([C:21]([F:22])([F:24])[F:23])[N:16]=2)=[O:13])=[N:8][CH:9]=[CH:10][CH:11]=1)[CH3:2]. (9) Given the reactants [CH2:1]([N:8]([CH2:14]C#N)[CH2:9][Si](C)(C)C)[C:2]1[CH:7]=[CH:6][CH:5]=[CH:4][CH:3]=1.[Cl:17][C:18]1[CH:23]=[C:22]([F:24])[C:21]([F:25])=[CH:20][C:19]=1/[CH:26]=[CH:27]/[N+:28]([O-:30])=[O:29], predict the reaction product. The product is: [CH2:1]([N:8]1[CH2:14][CH:27]([N+:28]([O-:30])=[O:29])[CH:26]([C:19]2[CH:20]=[C:21]([F:25])[C:22]([F:24])=[CH:23][C:18]=2[Cl:17])[CH2:9]1)[C:2]1[CH:7]=[CH:6][CH:5]=[CH:4][CH:3]=1. (10) Given the reactants [Si:1]([O:18][CH2:19][CH2:20][N:21]([CH2:52][CH3:53])[C:22](=[O:51])[CH2:23][C@@H:24]([NH:33][C:34]1[CH:39]=[CH:38][C:37]([S:40](=[O:43])(=[O:42])[NH2:41])=[CH:36][C:35]=1[S:44]([C:47]([F:50])([F:49])[F:48])(=[O:46])=[O:45])[CH2:25][S:26][C:27]1[CH:32]=[CH:31][CH:30]=[CH:29][CH:28]=1)([C:14]([CH3:17])([CH3:16])[CH3:15])([C:8]1[CH:13]=[CH:12][CH:11]=[CH:10][CH:9]=1)[C:2]1[CH:7]=[CH:6][CH:5]=[CH:4][CH:3]=1.C1(SC[C@H](NC2C=CC(S(=O)(=O)N)=CC=2S(C(F)(F)F)(=O)=O)CC(O)=O)C=CC=CC=1.[Si:85]([O:102]CCNCC[O:102][Si:85]([C:98]([CH3:99])([CH3:101])[CH3:100])([C:92]1[CH:93]=[CH:94][CH:95]=[CH:96][CH:97]=1)[C:86]1[CH:91]=[CH:90][CH:89]=[CH:88][CH:87]=1)([C:98]([CH3:101])([CH3:100])[CH3:99])([C:92]1[CH:97]=[CH:96][CH:95]=[CH:94][CH:93]=1)[C:86]1[CH:91]=[CH:90][CH:89]=[CH:88][CH:87]=1, predict the reaction product. The product is: [Si:1]([O:18][CH2:19][CH2:20][N:21]([CH2:52][CH2:53][O:102][Si:85]([C:98]([CH3:101])([CH3:100])[CH3:99])([C:92]1[CH:93]=[CH:94][CH:95]=[CH:96][CH:97]=1)[C:86]1[CH:91]=[CH:90][CH:89]=[CH:88][CH:87]=1)[C:22](=[O:51])[CH2:23][C@@H:24]([NH:33][C:34]1[CH:39]=[CH:38][C:37]([S:40](=[O:42])(=[O:43])[NH2:41])=[CH:36][C:35]=1[S:44]([C:47]([F:50])([F:48])[F:49])(=[O:46])=[O:45])[CH2:25][S:26][C:27]1[CH:32]=[CH:31][CH:30]=[CH:29][CH:28]=1)([C:14]([CH3:15])([CH3:16])[CH3:17])([C:2]1[CH:7]=[CH:6][CH:5]=[CH:4][CH:3]=1)[C:8]1[CH:9]=[CH:10][CH:11]=[CH:12][CH:13]=1.